Dataset: Catalyst prediction with 721,799 reactions and 888 catalyst types from USPTO. Task: Predict which catalyst facilitates the given reaction. (1) Product: [S:19]1[CH:23]=[CH:22][CH:21]=[C:20]1[CH2:24][O:25][C:8]1[C:7]2[C:5]3[C:4]([C:15]4[C:16]=2[C:11]([CH:12]=[CH:13][CH:14]=4)=[CH:10][CH:9]=1)=[C:3]([C:17]#[N:18])[C:2](=[O:1])[N:6]=3. The catalyst class is: 10. Reactant: [O:1]=[C:2]1[N:6]=[C:5]2[C:7]3[CH:8]=[CH:9][CH:10]=[C:11]4[C:16]=3[C:15]([C:4]2=[C:3]1[C:17]#[N:18])=[CH:14][CH:13]=[CH:12]4.[S:19]1[CH:23]=[CH:22][CH:21]=[C:20]1[CH2:24][OH:25]. (2) The catalyst class is: 1. Reactant: Br[C:2]1[CH:7]=[CH:6][C:5]([C:8]2[CH:13]=[CH:12][C:11]([C:14]([F:17])([F:16])[F:15])=[CH:10][CH:9]=2)=[CH:4][CH:3]=1.[Li]CCCC.CCCCCC.[O:29]1[CH2:34][CH2:33][CH:32]([CH:35]=[O:36])[CH2:31][CH2:30]1. Product: [O:29]1[CH2:34][CH2:33][CH:32]([CH:35]([C:2]2[CH:7]=[CH:6][C:5]([C:8]3[CH:13]=[CH:12][C:11]([C:14]([F:17])([F:16])[F:15])=[CH:10][CH:9]=3)=[CH:4][CH:3]=2)[OH:36])[CH2:31][CH2:30]1.